Dataset: Catalyst prediction with 721,799 reactions and 888 catalyst types from USPTO. Task: Predict which catalyst facilitates the given reaction. (1) Reactant: [Br:1][C:2]1[CH:30]=[CH:29][C:28]([F:31])=[CH:27][C:3]=1[O:4][CH:5]1[CH2:10][CH2:9][N:8]([C:11]2[S:12][C:13]3[C:18](=O)[NH:17][C:16]([CH2:20][CH2:21][C:22]([O:24][CH3:25])=[O:23])=[N:15][C:14]=3[N:26]=2)[CH2:7][CH2:6]1.CN(C=O)C.C(Cl)(=O)C([Cl:40])=O. Product: [Br:1][C:2]1[CH:30]=[CH:29][C:28]([F:31])=[CH:27][C:3]=1[O:4][CH:5]1[CH2:10][CH2:9][N:8]([C:11]2[S:12][C:13]3[C:18]([Cl:40])=[N:17][C:16]([CH2:20][CH2:21][C:22]([O:24][CH3:25])=[O:23])=[N:15][C:14]=3[N:26]=2)[CH2:7][CH2:6]1. The catalyst class is: 2. (2) The catalyst class is: 122. Product: [CH3:12][C:13]1[N:14]=[CH:15][N:16]([C:2]2[CH:3]=[C:4]([CH:9]=[CH:10][N:11]=2)[C:5]([O:7][CH3:8])=[O:6])[CH:17]=1. Reactant: Br[C:2]1[CH:3]=[C:4]([CH:9]=[CH:10][N:11]=1)[C:5]([O:7][CH3:8])=[O:6].[CH3:12][C:13]1[N:14]=[CH:15][NH:16][CH:17]=1.C([O-])([O-])=O.[Cs+].[Cs+]. (3) Reactant: [F:1][C:2]1[CH:28]=[CH:27][C:5]([CH2:6][N:7]2[CH2:16][CH2:15][C:14]3[C:9](=[C:10]([O:24]C)[C:11](=[O:23])[N:12]([CH3:22])[C:13]=3[N:17]([CH3:21])[C:18](=[O:20])[CH3:19])[C:8]2=[O:26])=[CH:4][CH:3]=1.Br.O. Product: [F:1][C:2]1[CH:3]=[CH:4][C:5]([CH2:6][N:7]2[CH2:16][CH2:15][C:14]3[C:9](=[C:10]([OH:24])[C:11](=[O:23])[N:12]([CH3:22])[C:13]=3[N:17]([CH3:21])[C:18](=[O:20])[CH3:19])[C:8]2=[O:26])=[CH:27][CH:28]=1. The catalyst class is: 15. (4) Reactant: C([O:8][C:9]1[CH:18]=[CH:17][CH:16]=[C:15]2[C:10]=1[CH2:11][CH2:12][CH2:13][CH:14]2[C:19]([N:21]([CH2:31][C:32]1[CH:33]=[N:34][N:35]([CH2:37][C:38](OCC)=[O:39])[CH:36]=1)[C:22]1[CH:27]=[CH:26][C:25]([CH:28]([CH3:30])[CH3:29])=[CH:24][CH:23]=1)=[O:20])C1C=CC=CC=1.[Cl-].[Li+].[BH4-].[Na+]. Product: [OH:8][C:9]1[CH:18]=[CH:17][CH:16]=[C:15]2[C:10]=1[CH2:11][CH2:12][CH2:13][CH:14]2[C:19]([N:21]([CH2:31][C:32]1[CH:33]=[N:34][N:35]([CH2:37][CH2:38][OH:39])[CH:36]=1)[C:22]1[CH:27]=[CH:26][C:25]([CH:28]([CH3:30])[CH3:29])=[CH:24][CH:23]=1)=[O:20]. The catalyst class is: 214. (5) Reactant: C([O:8][N:9]1[C:18]2[C:13](=[CH:14][C:15]([N+:19]([O-])=O)=[CH:16][N:17]=2)[C:12]([OH:22])=[C:11]([C:23]2[CH:28]=[CH:27][CH:26]=[CH:25][CH:24]=2)[C:10]1=[O:29])C1C=CC=CC=1.C(O)(C(F)(F)F)=O. Product: [NH2:19][C:15]1[CH:14]=[C:13]2[C:18](=[N:17][CH:16]=1)[N:9]([OH:8])[C:10](=[O:29])[C:11]([C:23]1[CH:28]=[CH:27][CH:26]=[CH:25][CH:24]=1)=[C:12]2[OH:22]. The catalyst class is: 50. (6) Reactant: [F:1][C:2]1[CH:7]=[CH:6][C:5]([C:8]2[C:16]3[C:11](=[CH:12][CH:13]=C(C#N)[CH:15]=3)[NH:10][N:9]=2)=[CH:4][CH:3]=1.[C:19]([OH:22])(=[O:21])[CH3:20].Cl. Product: [F:1][C:2]1[CH:3]=[CH:4][C:5]([C:8]2[C:16]3[C:11](=[CH:12][CH:13]=[C:20]([C:19]([OH:22])=[O:21])[CH:15]=3)[NH:10][N:9]=2)=[CH:6][CH:7]=1. The catalyst class is: 6. (7) Reactant: [CH:1]([Mg]Br)=[CH2:2].[Br:5][CH2:6][CH2:7][CH2:8][CH2:9][Si:10]([CH3:15])([CH3:14])OCC. Product: [Br:5][CH2:6][CH2:7][CH2:8][CH2:9][Si:10]([CH3:15])([CH3:14])[CH:1]=[CH2:2]. The catalyst class is: 7. (8) Reactant: O.C(O)(C(F)(F)F)=O.[Cl:9][C:10]1[CH:11]=[C:12]([C:41]2[CH:46]=[CH:45][C:44]([C:47]([N:49]3[CH2:54][CH2:53][C:52]([F:56])([F:55])[CH2:51][CH2:50]3)=[O:48])=[CH:43][CH:42]=2)[CH:13]=[C:14]([Cl:40])[C:15]=1[CH2:16][C@@H:17]1[CH2:21][CH2:20][N:19]([N:22]2[CH2:27][CH2:26][CH:25]([O:28][Si](C(C)C)(C(C)C)C(C)C)[CH2:24][CH2:23]2)[C:18]1=[O:39]. Product: [Cl:40][C:14]1[CH:13]=[C:12]([C:41]2[CH:42]=[CH:43][C:44]([C:47]([N:49]3[CH2:54][CH2:53][C:52]([F:55])([F:56])[CH2:51][CH2:50]3)=[O:48])=[CH:45][CH:46]=2)[CH:11]=[C:10]([Cl:9])[C:15]=1[CH2:16][C@@H:17]1[CH2:21][CH2:20][N:19]([N:22]2[CH2:27][CH2:26][CH:25]([OH:28])[CH2:24][CH2:23]2)[C:18]1=[O:39]. The catalyst class is: 1. (9) Reactant: [CH3:1][C:2]1([CH3:17])[CH2:7][CH:6]([OH:8])[CH:5]([OH:9])[CH:4]2[C:10]([CH3:16])([CH3:15])[CH:11]3[CH2:14][C:3]12[CH2:13][CH2:12]3.CO[C:20](OC)([CH3:22])[CH3:21].C1(C)C=CC(S(O)(=O)=O)=CC=1.C(=O)(O)[O-].[Na+].CCCCCCCCCCCCCC. Product: [CH3:1][C:2]1([CH3:17])[CH2:7][CH:6]2[CH:5]([O:9][C:20]([CH3:22])([CH3:21])[O:8]2)[CH:4]2[C:10]([CH3:16])([CH3:15])[CH:11]3[CH2:14][C:3]12[CH2:13][CH2:12]3. The catalyst class is: 1. (10) Reactant: [F:1][C:2]1[CH:3]=[C:4]([CH:15]=[CH:16][O:17]C)[C:5]([N:8]2[CH2:13][CH2:12][CH2:11][CH2:10][C:9]2=[O:14])=[N:6][CH:7]=1.[I-].[Na+].C[Si](Cl)(C)C. Product: [F:1][C:2]1[CH:3]=[C:4]([CH2:15][CH:16]=[O:17])[C:5]([N:8]2[CH2:13][CH2:12][CH2:11][CH2:10][C:9]2=[O:14])=[N:6][CH:7]=1. The catalyst class is: 10.